Dataset: Forward reaction prediction with 1.9M reactions from USPTO patents (1976-2016). Task: Predict the product of the given reaction. Given the reactants N1C=CN=C1.[Cl:6][C:7]1[S:11][C:10]([CH:12](O)[CH2:13][OH:14])=[CH:9][CH:8]=1.[Si:16](Cl)([C:19]([CH3:22])([CH3:21])[CH3:20])([CH3:18])[CH3:17].CN(C)C=[O:27], predict the reaction product. The product is: [Si:16]([O:27][CH:13]([OH:14])[CH2:12][C:10]1[S:11][C:7]([Cl:6])=[CH:8][CH:9]=1)([C:19]([CH3:22])([CH3:21])[CH3:20])([CH3:18])[CH3:17].